Dataset: KCNQ2 potassium channel screen with 302,405 compounds. Task: Binary Classification. Given a drug SMILES string, predict its activity (active/inactive) in a high-throughput screening assay against a specified biological target. (1) The drug is O=C(NC1CC1)Cc1c(OC)cccc1. The result is 0 (inactive). (2) The compound is Brc1ccc(C(=O)NCCC(OCc2c(OC)c(OC)ccc2)=O)cc1. The result is 0 (inactive). (3) The compound is S(C(C)C)CC(=O)Nc1ccc(cc1)C(=O)C. The result is 0 (inactive). (4) The molecule is Clc1nc2c(c(C(=O)N(CC(C)C)c3c(n(CCCC)c(=O)[nH]c3=O)N)c1)cccc2. The result is 0 (inactive). (5) The molecule is O(c1c2ncccc2ccc1)CCNC(=O)C. The result is 0 (inactive). (6) The drug is O=C1N(C2CCCCC2)CC(C1)C(=O)Nc1c(cccc1)C(OC)=O. The result is 0 (inactive). (7) The molecule is O1C23C(C(C1C=C3)C(O)=O)C(=O)N1C2C(C(=O)CC1c1occc1)C. The result is 0 (inactive).